From a dataset of Forward reaction prediction with 1.9M reactions from USPTO patents (1976-2016). Predict the product of the given reaction. (1) Given the reactants [N+:1]([C:4]1[CH:5]=[CH:6][CH:7]=[C:8]2[C:12]=1[NH:11][C:10]([C:13]([O:15]C)=[O:14])=[CH:9]2)([O-:3])=[O:2].[OH-].[Na+].Cl, predict the reaction product. The product is: [N+:1]([C:4]1[CH:5]=[CH:6][CH:7]=[C:8]2[C:12]=1[NH:11][C:10]([C:13]([OH:15])=[O:14])=[CH:9]2)([O-:3])=[O:2]. (2) Given the reactants Br[C:2]1[C:3]([NH:9][CH:10]([CH2:13][CH3:14])[CH2:11][CH3:12])=[N:4][C:5]([Cl:8])=[N:6][CH:7]=1.[CH2:15]([Sn](CCCC)(CCCC)C#CC)[CH2:16][CH2:17]C, predict the reaction product. The product is: [Cl:8][C:5]1[N:4]=[C:3]([NH:9][CH:10]([CH2:13][CH3:14])[CH2:11][CH3:12])[C:2]([C:15]#[C:16][CH3:17])=[CH:7][N:6]=1. (3) Given the reactants Br[C:2]1[S:11][C:5]2[C:6](=[O:10])[NH:7][CH:8]=[CH:9][C:4]=2[CH:3]=1.[Cl:12][C:13]1[CH:18]=[CH:17][C:16](B(O)O)=[CH:15][CH:14]=1.C(=O)([O-])[O-].[Na+].[Na+].C(O)C, predict the reaction product. The product is: [Cl:12][C:13]1[CH:18]=[CH:17][C:16]([C:2]2[S:11][C:5]3[C:6](=[O:10])[NH:7][CH:8]=[CH:9][C:4]=3[CH:3]=2)=[CH:15][CH:14]=1.